This data is from Forward reaction prediction with 1.9M reactions from USPTO patents (1976-2016). The task is: Predict the product of the given reaction. Given the reactants [O:1]1[CH:5]=[CH:4][C:3]([CH:6]=[CH:7][C:8]([OH:10])=O)=[CH:2]1.C(N(CC)CC)C.ClC(OCC(C)C)=O.[N-:26]=[N+:27]=[N-:28].[Na+], predict the reaction product. The product is: [O:1]1[CH:5]=[CH:4][C:3]([CH:6]=[CH:7][C:8]([N:26]=[N+:27]=[N-:28])=[O:10])=[CH:2]1.